This data is from Peptide-MHC class I binding affinity with 185,985 pairs from IEDB/IMGT. The task is: Regression. Given a peptide amino acid sequence and an MHC pseudo amino acid sequence, predict their binding affinity value. This is MHC class I binding data. The peptide sequence is LPQTRWQAV. The MHC is HLA-A31:01 with pseudo-sequence HLA-A31:01. The binding affinity (normalized) is 0.0847.